Dataset: Full USPTO retrosynthesis dataset with 1.9M reactions from patents (1976-2016). Task: Predict the reactants needed to synthesize the given product. (1) Given the product [F:20][C:21]1[CH:26]=[CH:25][C:24]([C:27]2([O:52][CH3:53])[C:31]3[N:32]([N:33]=[C:34](/[CH:36]=[CH:37]/[C:38]4[CH:43]=[CH:42][C:41]([N:44]5[CH:48]=[C:47]([CH3:49])[N:46]=[CH:45]5)=[C:40]([O:50][CH3:51])[CH:39]=4)[N:35]=3)[CH2:29][CH2:28]2)=[CH:23][CH:22]=1, predict the reactants needed to synthesize it. The reactants are: C1(P(C2C=CC=CC=2)C2C=CC=CC=2)C=CC=CC=1.[F:20][C:21]1[CH:26]=[CH:25][C:24]([C:27]([O:52][CH3:53])([C:31]2[NH:32][N:33]=[C:34](/[CH:36]=[CH:37]/[C:38]3[CH:43]=[CH:42][C:41]([N:44]4[CH:48]=[C:47]([CH3:49])[N:46]=[CH:45]4)=[C:40]([O:50][CH3:51])[CH:39]=3)[N:35]=2)[CH2:28][CH2:29]O)=[CH:23][CH:22]=1. (2) Given the product [CH3:1][O:2][C:3]([C@@H:5]1[C@@H:10]([CH:11]([CH3:13])[CH3:12])[O:9][CH2:8][CH2:7][NH:6]1)=[O:4], predict the reactants needed to synthesize it. The reactants are: [CH3:1][O:2][C:3]([C@@H:5]1[C@@H:10]([CH:11]([CH3:13])[CH3:12])[O:9][CH2:8][CH2:7][N:6]1S(C1C=CC(C)=CC=1)(=O)=O)=[O:4].[Mg]. (3) Given the product [CH2:17]([C:2]1[S:1][CH:5]=[CH:4][CH:3]=1)[CH2:18][CH2:19][CH2:20][CH2:21][CH2:22][CH2:23][CH3:24], predict the reactants needed to synthesize it. The reactants are: [S:1]1[CH:5]=[CH:4][CH:3]=[CH:2]1.C1COCC1.C([Li])CCC.Br[CH2:17][CH2:18][CH2:19][CH2:20][CH2:21][CH2:22][CH2:23][CH3:24]. (4) Given the product [C:1]([O:5][C:6]([N:8]1[CH2:14][CH2:13][C:12]2[CH:15]=[C:16]([O:31][CH3:32])[C:17]([NH:19][S:20]([C:23]3[CH:28]=[CH:27][C:26]([CH2:29][NH:40][C:37]4[CH:38]=[CH:39][C:34]([F:33])=[CH:35][CH:36]=4)=[CH:25][CH:24]=3)(=[O:22])=[O:21])=[CH:18][C:11]=2[CH2:10][CH2:9]1)=[O:7])([CH3:4])([CH3:3])[CH3:2], predict the reactants needed to synthesize it. The reactants are: [C:1]([O:5][C:6]([N:8]1[CH2:14][CH2:13][C:12]2[CH:15]=[C:16]([O:31][CH3:32])[C:17]([NH:19][S:20]([C:23]3[CH:28]=[CH:27][C:26]([CH2:29]Br)=[CH:25][CH:24]=3)(=[O:22])=[O:21])=[CH:18][C:11]=2[CH2:10][CH2:9]1)=[O:7])([CH3:4])([CH3:3])[CH3:2].[F:33][C:34]1[CH:39]=[CH:38][C:37]([NH2:40])=[CH:36][CH:35]=1.C([O-])(O)=O.[Na+].CCCCCC.C(OCC)(=O)C. (5) The reactants are: [C:1]([O:5][C:6]([N:8]1[CH2:13][CH2:12][N:11]([C:14]([C:16]2[N:21]=[C:20]([C:22]3[CH:27]=[CH:26][N:25]=[C:24](F)[CH:23]=3)[CH:19]=[CH:18][CH:17]=2)=[O:15])[CH2:10][CH2:9]1)=[O:7])([CH3:4])([CH3:3])[CH3:2].[CH:29]1([NH2:35])[CH2:34][CH2:33][CH2:32][CH2:31][CH2:30]1. Given the product [C:1]([O:5][C:6]([N:8]1[CH2:13][CH2:12][N:11]([C:14]([C:16]2[N:21]=[C:20]([C:22]3[CH:27]=[CH:26][N:25]=[C:24]([NH:35][CH:29]4[CH2:34][CH2:33][CH2:32][CH2:31][CH2:30]4)[CH:23]=3)[CH:19]=[CH:18][CH:17]=2)=[O:15])[CH2:10][CH2:9]1)=[O:7])([CH3:4])([CH3:3])[CH3:2], predict the reactants needed to synthesize it. (6) Given the product [C:7]1([C@:13]2([CH2:25][NH2:26])[CH2:15][C@H:14]2[CH2:16][O:17][CH2:18][C:19]2[CH:24]=[CH:23][CH:22]=[CH:21][CH:20]=2)[CH:8]=[CH:9][CH:10]=[CH:11][CH:12]=1, predict the reactants needed to synthesize it. The reactants are: [H-].[Al+3].[Li+].[H-].[H-].[H-].[C:7]1([C@:13]2([C:25]#[N:26])[CH2:15][C@H:14]2[CH2:16][O:17][CH2:18][C:19]2[CH:24]=[CH:23][CH:22]=[CH:21][CH:20]=2)[CH:12]=[CH:11][CH:10]=[CH:9][CH:8]=1.